Predict the product of the given reaction. From a dataset of Forward reaction prediction with 1.9M reactions from USPTO patents (1976-2016). (1) Given the reactants [F:1][C:2]1[CH:7]=[C:6]([S:8]([CH3:11])(=[O:10])=[O:9])[CH:5]=[CH:4][C:3]=1[NH:12][CH:13]1[CH2:18][CH2:17][CH2:16][N:15]([CH:19]2[CH2:24][CH2:23][N:22](C(OC(C)(C)C)=O)[CH2:21][CH2:20]2)[C:14]1=[O:32].Cl.O1CCOCC1, predict the reaction product. The product is: [F:1][C:2]1[CH:7]=[C:6]([S:8]([CH3:11])(=[O:10])=[O:9])[CH:5]=[CH:4][C:3]=1[NH:12][CH:13]1[CH2:18][CH2:17][CH2:16][N:15]([CH:19]2[CH2:20][CH2:21][NH:22][CH2:23][CH2:24]2)[C:14]1=[O:32]. (2) The product is: [F:1][C:2]1[CH:7]=[CH:6][C:5]([O:8][CH3:9])=[CH:4][C:3]=1[C:10]1[CH:15]=[CH:14][C:13]([OH:16])=[N:12][C:11]=1[CH2:18][C:19]([CH3:21])([CH3:20])[CH3:22]. Given the reactants [F:1][C:2]1[CH:7]=[CH:6][C:5]([O:8][CH3:9])=[CH:4][C:3]=1[C:10]1[C:11]([CH2:18][C:19]([CH3:22])([CH3:21])[CH3:20])=[N:12][C:13]([O:16]C)=[CH:14][CH:15]=1.[Cl-].[NH+]1C=CC=CC=1.Cl, predict the reaction product. (3) The product is: [F:1][C:2]1[CH:3]=[CH:4][C:5]([C:8]2[O:9][C:10]3[CH:20]=[CH:19][C:18]([C:21]4[CH:22]=[C:23]([C:24](=[O:25])[NH:40][C:37]5([C:36]6[O:35][CH:34]=[N:33][C:32]=6[CH3:31])[CH2:39][CH2:38]5)[CH:27]=[CH:28][C:29]=4[CH3:30])=[CH:17][C:11]=3[C:12]=2[C:13]([NH:14][CH3:15])=[O:16])=[CH:6][CH:7]=1. Given the reactants [F:1][C:2]1[CH:7]=[CH:6][C:5]([C:8]2[O:9][C:10]3[CH:20]=[CH:19][C:18]([C:21]4[CH:22]=[C:23]([CH:27]=[CH:28][C:29]=4[CH3:30])[C:24](O)=[O:25])=[CH:17][C:11]=3[C:12]=2[C:13](=[O:16])[NH:14][CH3:15])=[CH:4][CH:3]=1.[CH3:31][C:32]1[N:33]=[CH:34][O:35][C:36]=1[C:37]1([NH2:40])[CH2:39][CH2:38]1.CCN=C=NCCCN(C)C.Cl.C1C=CC2N(O)N=NC=2C=1, predict the reaction product. (4) Given the reactants Br[C:2]([Br:5])(Br)Br.C1(P(C2C=CC=CC=2)C2C=CC=CC=2)C=CC=CC=1.[O:25]1[CH2:30][CH2:29][N:28]([C:31]2[CH:36]=[CH:35][C:34]([NH:37][C:38]3[N:43]=[C:42]([S:44][C:45]4[CH:46]=[C:47](CO)[CH:48]=[CH:49][CH:50]=4)[CH:41]=[CH:40][N:39]=3)=[CH:33][CH:32]=2)[CH2:27][CH2:26]1, predict the reaction product. The product is: [Br:5][CH2:2][C:49]1[CH:50]=[C:45]([S:44][C:42]2[CH:41]=[CH:40][N:39]=[C:38]([NH:37][C:34]3[CH:33]=[CH:32][C:31]([N:28]4[CH2:27][CH2:26][O:25][CH2:30][CH2:29]4)=[CH:36][CH:35]=3)[N:43]=2)[CH:46]=[CH:47][CH:48]=1.